This data is from Catalyst prediction with 721,799 reactions and 888 catalyst types from USPTO. The task is: Predict which catalyst facilitates the given reaction. (1) Reactant: [CH2:1]([N:8]1[CH2:13][CH2:12][CH:11]([OH:14])[CH:10]([C:15]#[N:16])[CH2:9]1)[C:2]1[CH:7]=[CH:6][CH:5]=[CH:4][CH:3]=1.[H-].[Al+3].[Li+].[H-].[H-].[H-]. Product: [NH2:16][CH2:15][CH:10]1[CH:11]([OH:14])[CH2:12][CH2:13][N:8]([CH2:1][C:2]2[CH:7]=[CH:6][CH:5]=[CH:4][CH:3]=2)[CH2:9]1. The catalyst class is: 7. (2) Reactant: [Br:1][C:2]1[CH:30]=[CH:29][C:5]([CH:6]([N:21]2[CH2:26][C@H:25]([CH3:27])[NH:24][CH2:23][C@@H:22]2[CH3:28])[C:7]2[CH:12]=[CH:11][CH:10]=[C:9]([O:13][Si:14]([C:17]([CH3:20])([CH3:19])[CH3:18])([CH3:16])[CH3:15])[CH:8]=2)=[CH:4][CH:3]=1.[CH2:31](Br)[CH:32]=[CH2:33].C(=O)([O-])[O-].[Na+].[Na+]. Product: [CH2:33]([N:24]1[CH2:23][C@H:22]([CH3:28])[N:21]([CH:6]([C:7]2[CH:12]=[CH:11][CH:10]=[C:9]([O:13][Si:14]([C:17]([CH3:19])([CH3:20])[CH3:18])([CH3:16])[CH3:15])[CH:8]=2)[C:5]2[CH:4]=[CH:3][C:2]([Br:1])=[CH:30][CH:29]=2)[CH2:26][C@@H:25]1[CH3:27])[CH:32]=[CH2:31]. The catalyst class is: 7. (3) Reactant: [OH:1][CH:2]1[CH2:7][CH2:6][N:5]([C:8]([O:10][C:11]([CH3:14])([CH3:13])[CH3:12])=[O:9])[CH2:4][CH2:3]1.[H-].[Na+].Cl[C:18]1[CH:19]=[C:20]([CH:23]=[C:24]([C:26]([F:29])([F:28])[F:27])[N:25]=1)[C:21]#[N:22].[O:30]1CCCC1. Product: [NH2:22][C:21]([C:20]1[CH:23]=[C:24]([C:26]([F:29])([F:28])[F:27])[N:25]=[C:18]([O:1][CH:2]2[CH2:3][CH2:4][N:5]([C:8]([O:10][C:11]([CH3:14])([CH3:13])[CH3:12])=[O:9])[CH2:6][CH2:7]2)[CH:19]=1)=[O:30]. The catalyst class is: 6. (4) Reactant: F[C:2]1[CH:19]=[CH:18][C:5]([O:6][CH2:7][C:8]2[CH:17]=[CH:16][C:15]3[C:10](=[CH:11][CH:12]=[CH:13][CH:14]=3)[N:9]=2)=[CH:4][C:3]=1[N+:20]([O-:22])=[O:21].Cl.[CH2:24]([N:26]1[C:34]2[C:29](=[CH:30][CH:31]=[CH:32][CH:33]=2)[C:28]([CH2:35][NH2:36])=[N:27]1)[CH3:25].C([O-])([O-])=O.[K+].[K+]. Product: [CH2:24]([N:26]1[C:34]2[C:29](=[CH:30][CH:31]=[CH:32][CH:33]=2)[C:28]([CH2:35][NH:36][C:2]2[CH:19]=[CH:18][C:5]([O:6][CH2:7][C:8]3[CH:17]=[CH:16][C:15]4[C:10](=[CH:11][CH:12]=[CH:13][CH:14]=4)[N:9]=3)=[CH:4][C:3]=2[N+:20]([O-:22])=[O:21])=[N:27]1)[CH3:25]. The catalyst class is: 10. (5) Reactant: [C:1](CC(O)=O)#[N:2].C(O[C:11](=[O:13])[CH3:12])(=O)C.[CH2:14]([NH:18][C:19]([NH:21][CH3:22])=[S:20])[CH:15]([CH3:17])[CH3:16].[OH-].[Na+]. Product: [NH2:2][C:1]1[N:18]([CH2:14][CH:15]([CH3:17])[CH3:16])[C:19](=[S:20])[N:21]([CH3:22])[C:11](=[O:13])[CH:12]=1. The catalyst class is: 8. (6) Reactant: [F:1][C:2]1[CH:41]=[CH:40][C:5]([C:6]([N:8]2[CH2:13][CH2:12][CH:11]([C:14]3[CH:35]=[CH:34][C:17]([C:18]([NH:20][C:21]([NH:23]C(OCC4C=CC=CC=4)=O)=[NH:22])=[O:19])=[CH:16][C:15]=3[C:36]([F:39])([F:38])[F:37])[CH2:10][CH2:9]2)=[O:7])=[CH:4][CH:3]=1. Product: [F:1][C:2]1[CH:3]=[CH:4][C:5]([C:6]([N:8]2[CH2:13][CH2:12][CH:11]([C:14]3[CH:35]=[CH:34][C:17]([C:18]([NH:20][C:21]([NH2:23])=[NH:22])=[O:19])=[CH:16][C:15]=3[C:36]([F:39])([F:37])[F:38])[CH2:10][CH2:9]2)=[O:7])=[CH:40][CH:41]=1. The catalyst class is: 261. (7) The catalyst class is: 7. Product: [CH3:1][O:2][C:3](=[O:18])[CH:4]([CH2:44][CH2:43][CH2:42][C:41]([F:50])([F:40])[C:46]([F:49])([F:48])[F:47])[C:5]1[C:13]2[C:8](=[CH:9][CH:10]=[CH:11][CH:12]=2)[N:7]([C:14]([O:16][CH3:17])=[O:15])[CH:6]=1. Reactant: [CH3:1][O:2][C:3](=[O:18])[CH2:4][C:5]1[C:13]2[C:8](=[CH:9][CH:10]=[CH:11][CH:12]=2)[N:7]([C:14]([O:16][CH3:17])=[O:15])[CH:6]=1.CN(C)P(=O)(N(C)C)N(C)C.C[Si]([N-][Si](C)(C)C)(C)C.[Li+].[F:40][C:41]([F:50])([C:46]([F:49])([F:48])[F:47])[CH2:42][CH2:43][CH2:44]I. (8) Product: [C:55]([Si:59]([O:9][CH2:8][C:5]1[CH:6]=[CH:7][C:2]([F:1])=[C:3]([O:10][CH3:11])[CH:4]=1)([C:66]1[CH:71]=[CH:70][CH:69]=[CH:68][CH:67]=1)[C:60]1[CH:61]=[CH:62][CH:63]=[CH:64][CH:65]=1)([CH3:58])([CH3:56])[CH3:57]. Reactant: [F:1][C:2]1[CH:7]=[CH:6][C:5]([CH2:8][OH:9])=[CH:4][C:3]=1[O:10][CH3:11].N1C=CN=C1.C(O)(=O)C.C(OC1C=C(C(NC2C=CC(C(N)=N)=CC=2)C2NC(=O)N(C3N=CC=CN=3)N=2)C=CC=1OC)C.[C:55]([Si:59](Cl)([C:66]1[CH:71]=[CH:70][CH:69]=[CH:68][CH:67]=1)[C:60]1[CH:65]=[CH:64][CH:63]=[CH:62][CH:61]=1)([CH3:58])([CH3:57])[CH3:56].Cl. The catalyst class is: 13.